This data is from Full USPTO retrosynthesis dataset with 1.9M reactions from patents (1976-2016). The task is: Predict the reactants needed to synthesize the given product. (1) Given the product [Cl:1][C:2]1[CH:3]=[C:4]([CH:31]=[CH:32][C:33]=1[Cl:34])[C:5]([NH:7][C:8]1[CH:30]=[CH:29][C:11]([CH2:12][C:13]2[C:21]3[C:16](=[CH:17][CH:18]=[CH:19][CH:20]=3)[N:15]([CH2:22][C:23]([OH:25])=[O:24])[C:14]=2[CH3:28])=[CH:10][CH:9]=1)=[O:6], predict the reactants needed to synthesize it. The reactants are: [Cl:1][C:2]1[CH:3]=[C:4]([CH:31]=[CH:32][C:33]=1[Cl:34])[C:5]([NH:7][C:8]1[CH:30]=[CH:29][C:11]([CH2:12][C:13]2[C:21]3[C:16](=[CH:17][CH:18]=[CH:19][CH:20]=3)[N:15]([CH2:22][C:23]([O:25]CC)=[O:24])[C:14]=2[CH3:28])=[CH:10][CH:9]=1)=[O:6].O.[OH-].[Li+].O1CCCC1.CO. (2) Given the product [CH3:24][O:26][C:27](=[O:42])[CH2:28][N:29]1[C:37]2[C:32](=[CH:33][C:34]([NH:38][C:17]([C:15]3[N:16]=[C:12]([C:6]4[CH:7]=[CH:8][CH:9]=[CH:10][CH:11]=4)[O:13][C:14]=3[C:20]([F:23])([F:22])[F:21])=[O:19])=[CH:35][CH:36]=2)[C:31](=[O:41])[NH:30]1, predict the reactants needed to synthesize it. The reactants are: COC(=O)C.[C:6]1([C:12]2[O:13][C:14]([C:20]([F:23])([F:22])[F:21])=[C:15]([C:17]([OH:19])=O)[N:16]=2)[CH:11]=[CH:10][CH:9]=[CH:8][CH:7]=1.[CH2:24]([O:26][C:27](=[O:42])[CH2:28][N:29]1[C:37]2[C:32](=[CH:33][C:34]([N+:38]([O-])=O)=[CH:35][CH:36]=2)[C:31](=[O:41])[NH:30]1)C.C(N1C2C(=CC(NC(C3C(C)=NN(C4C=CC=CC=4)N=3)=O)=CC=2)C(=O)N1)C. (3) Given the product [Cl:1][C:2]1[C:3]([CH:4]=[O:5])=[C:6]([C:18]2[CH:19]=[CH:20][CH:21]=[C:16]([C:12]([CH3:15])([CH3:11])[C:13]#[N:14])[N:17]=2)[CH:7]=[CH:8][N:9]=1, predict the reactants needed to synthesize it. The reactants are: [Cl:1][C:2]1[N:9]=[CH:8][CH:7]=[C:6](I)[C:3]=1[CH:4]=[O:5].[CH3:11][C:12]([C:16]1[CH:21]=[CH:20][CH:19]=[C:18](B2OCCN(C3C=CC=CC=3)CCO2)[N:17]=1)([CH3:15])[C:13]#[N:14].C1(C)C=CC=CC=1P(C1C=CC=CC=1C)C1C=CC=CC=1C.C(=O)([O-])[O-].[K+].[K+]. (4) Given the product [CH3:24][O:25][C:26](=[O:45])[CH:27]([NH:37][C:38]([O:40][C:41]([CH3:43])([CH3:42])[CH3:44])=[O:39])[CH2:28][C:29]1[CH:34]=[CH:33][C:32]([O:18][CH2:17][CH2:16][C@H:15]([CH:12]2[CH2:13][CH2:14][N:9]([C:7]3[O:6][N:5]=[C:4]([CH:1]([CH3:3])[CH3:2])[N:8]=3)[CH2:10][CH2:11]2)[CH3:23])=[CH:31][C:30]=1[F:36], predict the reactants needed to synthesize it. The reactants are: [CH:1]([C:4]1[N:8]=[C:7]([N:9]2[CH2:14][CH2:13][CH:12]([C@H:15]([CH3:23])[CH2:16][CH2:17][O:18]S(C)(=O)=O)[CH2:11][CH2:10]2)[O:6][N:5]=1)([CH3:3])[CH3:2].[CH3:24][O:25][C:26](=[O:45])[CH:27]([NH:37][C:38]([O:40][C:41]([CH3:44])([CH3:43])[CH3:42])=[O:39])[CH2:28][C:29]1[CH:34]=[CH:33][C:32](O)=[CH:31][C:30]=1[F:36]. (5) Given the product [NH2:14][C:13]1[C:7]2[C:8](=[N:9][CH:10]=[CH:11][C:6]=2[NH:5][CH2:1][CH:2]([CH3:4])[CH3:3])[S:12][C:18]=1[C:19]([NH2:21])=[O:20], predict the reactants needed to synthesize it. The reactants are: [CH2:1]([NH:5][C:6]1[CH:11]=[CH:10][NH:9][C:8](=[S:12])[C:7]=1[C:13]#[N:14])[CH:2]([CH3:4])[CH3:3].[OH-].[Na+].Cl[CH2:18][C:19]([NH2:21])=[O:20].O. (6) Given the product [CH3:27][C:25]1[N:26]=[C:22]([NH:21][C:4]([C:6]2[C:11]([NH:12][C:13]3[CH:14]=[N:15][CH:16]=[C:17]([CH3:19])[CH:18]=3)=[CH:10][CH:9]=[C:8]([CH3:20])[N:7]=2)=[O:5])[S:23][CH:24]=1, predict the reactants needed to synthesize it. The reactants are: C(O[C:4]([C:6]1[C:11]([NH:12][C:13]2[CH:14]=[N:15][CH:16]=[C:17]([CH3:19])[CH:18]=2)=[CH:10][CH:9]=[C:8]([CH3:20])[N:7]=1)=[O:5])C.[NH2:21][C:22]1[S:23][CH:24]=[C:25]([CH3:27])[N:26]=1. (7) Given the product [CH:1]1[CH:6]=[CH:5][C:4]([CH:7]([S+:14]([O-:15])[CH2:16][C:17]([NH2:21])=[O:19])[C:8]2[CH:13]=[CH:12][CH:11]=[CH:10][CH:9]=2)=[CH:3][CH:2]=1, predict the reactants needed to synthesize it. The reactants are: [CH:1]1[CH:6]=[CH:5][C:4]([CH:7]([S:14]([CH2:16][C:17]([OH:19])=O)=[O:15])[C:8]2[CH:13]=[CH:12][CH:11]=[CH:10][CH:9]=2)=[CH:3][CH:2]=1.Cl.[NH4+:21].[OH-].